This data is from HIV replication inhibition screening data with 41,000+ compounds from the AIDS Antiviral Screen. The task is: Binary Classification. Given a drug SMILES string, predict its activity (active/inactive) in a high-throughput screening assay against a specified biological target. The compound is CCCC=CC=CC(=O)OC1C(C)C2(O)C3C=C(C)C(=O)C3CC(COC(C)=O)=CC2C2C(C)(C)C12OC(C)=O. The result is 0 (inactive).